From a dataset of Reaction yield outcomes from USPTO patents with 853,638 reactions. Predict the reaction yield, written as a fraction of the theoretical maximum amount of product (1.0 means a 100% yield; for example, 0.34 means a 34% yield). (1) The reactants are [CH2:1]([C:8]1[CH:9]=[C:10]([CH2:28][CH:29]([O:35][CH2:36][CH3:37])[C:30]([O:32]CC)=[O:31])[CH:11]=[CH:12][C:13]=1[O:14][CH2:15][CH2:16][C:17]1[CH:22]=[CH:21][C:20]([O:23][S:24]([CH3:27])(=[O:26])=[O:25])=[CH:19][CH:18]=1)[C:2]1[CH:7]=[CH:6][CH:5]=[CH:4][CH:3]=1.[OH-].[Li+]. The catalyst is C1COCC1.O. The product is [CH2:1]([C:8]1[CH:9]=[C:10]([CH2:28][CH:29]([O:35][CH2:36][CH3:37])[C:30]([OH:32])=[O:31])[CH:11]=[CH:12][C:13]=1[O:14][CH2:15][CH2:16][C:17]1[CH:22]=[CH:21][C:20]([O:23][S:24]([CH3:27])(=[O:26])=[O:25])=[CH:19][CH:18]=1)[C:2]1[CH:3]=[CH:4][CH:5]=[CH:6][CH:7]=1. The yield is 0.700. (2) The reactants are [CH:1]([C:4]1[CH:9]=[CH:8][CH:7]=[CH:6][C:5]=1[C:10]1[C:18]2[C:13](=[CH:14][CH:15]=[CH:16][CH:17]=2)[N:12](S(C2C=CC=CC=2)(=O)=O)[CH:11]=1)([CH3:3])[CH3:2].O1CCCC1.[F-].C([N+](CCCC)(CCCC)CCCC)CCC. The catalyst is CO. The product is [CH:1]([C:4]1[CH:9]=[CH:8][CH:7]=[CH:6][C:5]=1[C:10]1[C:18]2[C:13](=[CH:14][CH:15]=[CH:16][CH:17]=2)[NH:12][CH:11]=1)([CH3:3])[CH3:2]. The yield is 0.900. (3) The reactants are [F:1][C:2]1[CH:7]=[CH:6][C:5]([F:8])=[CH:4][C:3]=1[C@H:9]1[CH2:13][CH2:12][CH2:11][N:10]1[C:14]1[CH:15]=[CH:16][C:17]2[N:18]([C:20]([NH2:23])=[CH:21][N:22]=2)[N:19]=1.[N:24]([C:27]1[CH:32]=[CH:31][CH:30]=[CH:29][CH:28]=1)=[C:25]=[O:26]. The catalyst is C(Cl)Cl. The product is [F:1][C:2]1[CH:7]=[CH:6][C:5]([F:8])=[CH:4][C:3]=1[C@H:9]1[CH2:13][CH2:12][CH2:11][N:10]1[C:14]1[CH:15]=[CH:16][C:17]2[N:18]([C:20]([NH:23][C:25]([NH:24][C:27]3[CH:32]=[CH:31][CH:30]=[CH:29][CH:28]=3)=[O:26])=[CH:21][N:22]=2)[N:19]=1. The yield is 0.600. (4) The reactants are [CH3:1][S:2]([C:5]1[CH:6]=[C:7]2[C:11](=[CH:12][CH:13]=1)[NH:10][CH:9]=[C:8]2[CH:14]=[O:15])(=[O:4])=[O:3].[C:16](O[C:16]([O:18][C:19]([CH3:22])([CH3:21])[CH3:20])=[O:17])([O:18][C:19]([CH3:22])([CH3:21])[CH3:20])=[O:17].C(N(CC)CC)C. The catalyst is ClCCl.CN(C1C=CN=CC=1)C.[Cl-].[NH4+]. The product is [CH:14]([C:8]1[C:7]2[C:11](=[CH:12][CH:13]=[C:5]([S:2]([CH3:1])(=[O:4])=[O:3])[CH:6]=2)[N:10]([C:16]([O:18][C:19]([CH3:22])([CH3:21])[CH3:20])=[O:17])[CH:9]=1)=[O:15]. The yield is 0.880.